This data is from CYP3A4 inhibition data for predicting drug metabolism from PubChem BioAssay. The task is: Regression/Classification. Given a drug SMILES string, predict its absorption, distribution, metabolism, or excretion properties. Task type varies by dataset: regression for continuous measurements (e.g., permeability, clearance, half-life) or binary classification for categorical outcomes (e.g., BBB penetration, CYP inhibition). Dataset: cyp3a4_veith. The compound is Cc1ccc(/C=C/C(=O)NC(=S)Nc2ccccc2C(=O)NC2CCCCC2)cc1. The result is 1 (inhibitor).